Dataset: Forward reaction prediction with 1.9M reactions from USPTO patents (1976-2016). Task: Predict the product of the given reaction. Given the reactants [N:1]1[CH:6]=[CH:5][CH:4]=[CH:3][C:2]=1[CH3:7].S(=O)(=O)(O)[OH:9].[N+]([O-])(O)=[O:14].S([O-])([O-])(=O)=O.[Zn+2:22].[OH2:23], predict the reaction product. The product is: [N:1]1[CH:6]=[CH:5][CH:4]=[CH:3][C:2]=1[C:7]([O-:9])=[O:23].[Zn+2:22].[N:1]1[CH:6]=[CH:5][CH:4]=[CH:3][C:2]=1[C:7]([O-:14])=[O:23].